This data is from Reaction yield outcomes from USPTO patents with 853,638 reactions. The task is: Predict the reaction yield, written as a fraction of the theoretical maximum amount of product (1.0 means a 100% yield; for example, 0.34 means a 34% yield). The reactants are [NH2:1][C:2]1[CH:10]=[CH:9][C:5]([C:6]([OH:8])=[O:7])=[CH:4][CH:3]=1.CC1(C)O[C:17](=[O:18])[CH2:16][C:14](=[O:15])[O:13]1. The catalyst is C1(C)C=CC=CC=1. The product is [C:14]([CH2:16][C:17]([NH:1][C:2]1[CH:10]=[CH:9][C:5]([C:6]([OH:8])=[O:7])=[CH:4][CH:3]=1)=[O:18])([OH:15])=[O:13]. The yield is 0.910.